Dataset: Full USPTO retrosynthesis dataset with 1.9M reactions from patents (1976-2016). Task: Predict the reactants needed to synthesize the given product. The reactants are: BrCC1C=CC2[N:7]=[C:8]([CH:10]3[CH2:15][CH2:14][CH2:13][CH2:12][CH2:11]3)SC=2C=1.C(C1SC2C=C(C)C=CC=2N=1)C1C=CC=CC=1.C1C(=O)N(Br)[C:37](=[O:38])[CH2:36]1.CC(N=NC(C#N)(C)C)(C#N)C.C(Cl)(Cl)[Cl:56]. Given the product [ClH:56].[CH2:37]([O:38][C:8]([CH:10]1[CH2:11][CH2:12][CH2:13][CH2:14][CH2:15]1)=[NH:7])[CH3:36], predict the reactants needed to synthesize it.